This data is from Full USPTO retrosynthesis dataset with 1.9M reactions from patents (1976-2016). The task is: Predict the reactants needed to synthesize the given product. Given the product [Br:8][C:9]1[CH:10]=[C:11]([C:3]#[C:2][C:1]([O:5][CH2:6][CH3:7])=[O:4])[CH:12]=[CH:13][CH:14]=1, predict the reactants needed to synthesize it. The reactants are: [C:1]([O:5][CH2:6][CH3:7])(=[O:4])[C:2]#[CH:3].[Br:8][C:9]1[CH:14]=[CH:13][CH:12]=[C:11](I)[CH:10]=1.C(=O)([O-])[O-].[K+].[K+].